Predict the reactants needed to synthesize the given product. From a dataset of Full USPTO retrosynthesis dataset with 1.9M reactions from patents (1976-2016). (1) Given the product [Cl:1][C:2]1[CH:7]=[CH:6][C:5]2[S:8][C:9]3[CH:18]=[CH:17][CH:16]=[CH:15][C:10]=3[C:11](=[O:12])[NH:19][C:4]=2[CH:3]=1, predict the reactants needed to synthesize it. The reactants are: [Cl:1][C:2]1[CH:7]=[CH:6][C:5]([S:8][C:9]2[CH:18]=[CH:17][CH:16]=[CH:15][C:10]=2[C:11](OC)=[O:12])=[C:4]([N+:19]([O-])=O)[CH:3]=1.[Li+].[OH-].ClC1C=CC(SC2C=CC=CC=2C(O)=O)=C([N+]([O-])=O)C=1.C([O-])([O-])=O.[K+].[K+].[O-]S(S([O-])=O)=O.[Na+].[Na+]. (2) Given the product [F:1][C:2]1[C:10]2[N:9]=[CH:8][N:7]([CH:11]3[CH2:16][CH2:15][CH2:14][CH2:13][O:12]3)[C:6]=2[CH:5]=[CH:4][C:3]=1[CH2:17][NH2:18], predict the reactants needed to synthesize it. The reactants are: [F:1][C:2]1[C:10]2[N:9]=[CH:8][N:7]([CH:11]3[CH2:16][CH2:15][CH2:14][CH2:13][O:12]3)[C:6]=2[CH:5]=[CH:4][C:3]=1[CH:17]=[N:18]O.C([O-])=O.[NH4+]. (3) Given the product [Cl:6][C:7]1[CH:12]=[C:11]([NH:13][N+:15]([O-:17])=[O:16])[CH:10]=[C:9]([Cl:14])[N:8]=1, predict the reactants needed to synthesize it. The reactants are: S(=O)(=O)(O)O.[Cl:6][C:7]1[CH:12]=[C:11]([NH2:13])[CH:10]=[C:9]([Cl:14])[N:8]=1.[N+:15]([O-])([OH:17])=[O:16]. (4) Given the product [OH:21][CH2:20][CH:4]1[CH2:5][CH:6]2[N:9]([C:10]([O:12][CH2:13][C:14]3[CH:15]=[CH:16][CH:17]=[CH:18][CH:19]=3)=[O:11])[CH:3]1[CH2:8][CH2:7]2, predict the reactants needed to synthesize it. The reactants are: [BH4-].[Li+].[CH:3]12[N:9]([C:10]([O:12][CH2:13][C:14]3[CH:19]=[CH:18][CH:17]=[CH:16][CH:15]=3)=[O:11])[CH:6]([CH2:7][CH2:8]1)[CH2:5][CH:4]2[C:20](OCC)=[O:21].C(OCC)(=O)C.CCCCCC. (5) Given the product [CH3:24][S:25]([O:16][CH2:15][CH2:14][CH:11]1[CH2:12][CH2:13][N:8]([C:6]([O:5][C:1]([CH3:4])([CH3:3])[CH3:2])=[O:7])[CH2:9][CH2:10]1)(=[O:27])=[O:26], predict the reactants needed to synthesize it. The reactants are: [C:1]([O:5][C:6]([N:8]1[CH2:13][CH2:12][CH:11]([CH2:14][CH2:15][OH:16])[CH2:10][CH2:9]1)=[O:7])([CH3:4])([CH3:3])[CH3:2].C(N(CC)CC)C.[CH3:24][S:25](Cl)(=[O:27])=[O:26].